From a dataset of Experimentally validated miRNA-target interactions with 360,000+ pairs, plus equal number of negative samples. Binary Classification. Given a miRNA mature sequence and a target amino acid sequence, predict their likelihood of interaction. (1) Result: 0 (no interaction). The miRNA is hsa-miR-499a-5p with sequence UUAAGACUUGCAGUGAUGUUU. The protein sequence of the target gene is MGIWTSGTDIFLSLWEIYVSPRSPGWMDFIQHLGVCCLVALISVGLLSVAACWFLPSIIAAAASWIITCVLLCCSKHARCFILLVFLSCGLREGRNALIAAGTGIVILGHVENIFHNFKGLLDGMTCNLRAKSFSIHFPLLKKYIEAIQWIYGLATPLSVFDDLVSWNQTLAVSLFSPSHVLEAQLNDSKGEVLSVLYQMATTTEVLSSLGQKLLAFAGLSLVLLGTGLFMKRFLGPCGWKYENIYITRQFVQFDERERHQQRPCVLPLNKEERRKYVIIPTFWPTPKERKNLGLFFLPI.... (2) The miRNA is hsa-miR-4455 with sequence AGGGUGUGUGUGUUUUU. The protein sequence of the target gene is MGKKQNKKKVEEVLEEEEEEYVVEKVLDRRVVKGKVEYLLKWKGFSDEDNTWEPEENLDCPDLIAEFLQSQKTAHETDKSEGGKRKADSDSEDKGEESKPKKKKEESEKPRGFARGLEPERIIGATDSSGELMFLMKWKNSDEADLVPAKEANVKCPQVVISFYEERLTWHSYPSEDDDKKDDKN. Result: 1 (interaction).